This data is from Forward reaction prediction with 1.9M reactions from USPTO patents (1976-2016). The task is: Predict the product of the given reaction. (1) Given the reactants [I:1][C:2]1[CH:12]=[N:11][C:5]2[NH:6][CH2:7][C:8](=[O:10])[NH:9][C:4]=2[CH:3]=1.Cl[CH2:14][C:15]1[O:16][C:17]([C:20]([F:23])([F:22])[F:21])=[CH:18][CH:19]=1, predict the reaction product. The product is: [I:1][C:2]1[CH:12]=[N:11][C:5]2[NH:6][CH2:7][C:8](=[O:10])[N:9]([CH2:14][C:15]3[O:16][C:17]([C:20]([F:23])([F:22])[F:21])=[CH:18][CH:19]=3)[C:4]=2[CH:3]=1. (2) Given the reactants C([O-])(O)=O.[Na+].Br[C:7]1[S:8][CH:9]=[CH:10][C:11]=1[CH2:12][CH2:13][CH2:14][CH2:15][Br:16].[CH2:17]([C:23]1[CH:24]=[C:25](B2OCC(C)(C)CO2)[S:26][CH:27]=1)[CH2:18][CH2:19][CH2:20][CH2:21][CH3:22].[NH4+].[Cl-], predict the reaction product. The product is: [Br:16][CH2:15][CH2:14][CH2:13][CH2:12][C:11]1[CH:10]=[CH:9][S:8][C:7]=1[C:25]1[S:26][CH:27]=[C:23]([CH2:17][CH2:18][CH2:19][CH2:20][CH2:21][CH3:22])[CH:24]=1. (3) Given the reactants [N+:1]([C:4]1[CH:19]=[CH:18][C:7]([CH2:8][C:9]2[CH:17]=[CH:16][C:12]([C:13](O)=[O:14])=[CH:11][CH:10]=2)=[CH:6][CH:5]=1)([O-:3])=[O:2].C(Cl)(=O)C([Cl:23])=O, predict the reaction product. The product is: [Cl:23][C:13]([C:12]1[CH:16]=[CH:17][C:9]([CH2:8][C:7]2[CH:18]=[CH:19][C:4]([N+:1]([O-:3])=[O:2])=[CH:5][CH:6]=2)=[CH:10][CH:11]=1)=[O:14]. (4) Given the reactants [CH2:1]([O:8][CH2:9][N:10]1[C:14]([CH:15]=[CH2:16])=[CH:13][CH:12]=[N:11]1)[C:2]1[CH:7]=[CH:6][CH:5]=[CH:4][CH:3]=1.[CH2:17]([O:24][C:25]1[CH:30]=[C:29](I)[CH:28]=[CH:27][C:26]=1[N:32]1[S:36](=[O:38])(=[O:37])[N:35]([CH2:39][CH2:40][Si:41]([CH3:44])([CH3:43])[CH3:42])[C:34](=[O:45])[CH2:33]1)[C:18]1[CH:23]=[CH:22][CH:21]=[CH:20][CH:19]=1.CC1C=CC=CC=1P(C1C=CC=CC=1C)C1C=CC=CC=1C.C(N(CC)CC)C, predict the reaction product. The product is: [CH2:17]([O:24][C:25]1[CH:30]=[C:29](/[CH:16]=[CH:15]/[C:14]2[N:10]([CH2:9][O:8][CH2:1][C:2]3[CH:3]=[CH:4][CH:5]=[CH:6][CH:7]=3)[N:11]=[CH:12][CH:13]=2)[CH:28]=[CH:27][C:26]=1[N:32]1[S:36](=[O:37])(=[O:38])[N:35]([CH2:39][CH2:40][Si:41]([CH3:43])([CH3:42])[CH3:44])[C:34](=[O:45])[CH2:33]1)[C:18]1[CH:19]=[CH:20][CH:21]=[CH:22][CH:23]=1. (5) The product is: [F:25][C:21]1[N:20]2[CH:26]=[C:17]([CH2:16][N:12]3[C@H:13]4[C@H:8]([CH2:7][CH2:6][C:5]5[C:14]4=[N:1][CH:2]=[CH:3][CH:4]=5)[CH2:9][CH2:10][CH2:11]3)[N:18]=[C:19]2[CH:24]=[CH:23][CH:22]=1. Given the reactants [NH:1]1[C@H:14]2[C@H:5]([CH2:6][CH2:7][C:8]3[C:13]2=[N:12][CH:11]=[CH:10][CH:9]=3)[CH2:4][CH2:3][CH2:2]1.Cl[CH2:16][C:17]1[N:18]=[C:19]2[CH:24]=[CH:23][CH:22]=[C:21]([F:25])[N:20]2[CH:26]=1.C(=O)([O-])[O-].[K+].[K+].[I-].[K+], predict the reaction product. (6) Given the reactants [Cl:1][C:2]1[CH:7]=[CH:6][C:5]([C@:8]2([O:17][C@H:16]([CH2:18][OH:19])[C@@H:14]([OH:15])[C@H:12]([OH:13])[C@H:10]2[OH:11])[OH:9])=[CH:4][C:3]=1[CH2:20][C:21]1[CH:26]=[CH:25][C:24](OS(C(F)(F)F)(=O)=O)=[CH:23][CH:22]=1.[C:35]([C:37]1[CH:42]=[CH:41][CH:40]=[CH:39][N:38]=1)#[CH:36], predict the reaction product. The product is: [Cl:1][C:2]1[CH:7]=[CH:6][C:5]([C@:8]2([O:17][C@H:16]([CH2:18][OH:19])[C@@H:14]([OH:15])[C@H:12]([OH:13])[C@H:10]2[OH:11])[OH:9])=[CH:4][C:3]=1[CH2:20][C:21]1[CH:22]=[CH:23][C:24]([C:36]#[C:35][C:37]2[CH:42]=[CH:41][CH:40]=[CH:39][N:38]=2)=[CH:25][CH:26]=1. (7) Given the reactants C([O:8][N:9]1[C:14]2[N:15]=[CH:16][N:17]=[C:18]([CH3:19])[C:13]=2[C:12]([NH:20][CH2:21][C:22]2[CH:27]=[CH:26][CH:25]=[C:24]([F:28])[CH:23]=2)=[CH:11][C:10]1=[O:29])C1C=CC=CC=1.[H][H], predict the reaction product. The product is: [F:28][C:24]1[CH:23]=[C:22]([CH:27]=[CH:26][CH:25]=1)[CH2:21][NH:20][C:12]1[C:13]2[C:18]([CH3:19])=[N:17][CH:16]=[N:15][C:14]=2[N:9]([OH:8])[C:10](=[O:29])[CH:11]=1.